From a dataset of Reaction yield outcomes from USPTO patents with 853,638 reactions. Predict the reaction yield, written as a fraction of the theoretical maximum amount of product (1.0 means a 100% yield; for example, 0.34 means a 34% yield). (1) The reactants are [NH:1]1[CH:5]=[C:4]([C:6]2[C:7]3[CH:14]=[CH:13][N:12]([CH2:15][O:16][CH2:17][CH2:18][Si:19]([CH3:22])([CH3:21])[CH3:20])[C:8]=3[N:9]=[CH:10][N:11]=2)[CH:3]=[N:2]1.[CH:23]1(/[CH:28]=[CH:29]/[C:30]([O:32][CH3:33])=[O:31])[CH2:27][CH2:26][CH2:25][CH2:24]1.C1CCN2C(=NCCC2)CC1. The catalyst is C(#N)C. The product is [CH:23]1([CH:28]([N:1]2[CH:5]=[C:4]([C:6]3[C:7]4[CH:14]=[CH:13][N:12]([CH2:15][O:16][CH2:17][CH2:18][Si:19]([CH3:22])([CH3:21])[CH3:20])[C:8]=4[N:9]=[CH:10][N:11]=3)[CH:3]=[N:2]2)[CH2:29][C:30]([O:32][CH3:33])=[O:31])[CH2:27][CH2:26][CH2:25][CH2:24]1. The yield is 0.630. (2) The reactants are [S:1]([C:5]1[S:9][C:8]([NH:10][S:11]([C:14]2[CH:19]=[CH:18][C:17]([NH:20]C(=O)C)=[CH:16][CH:15]=2)(=[O:13])=[O:12])=[N:7][N:6]=1)(=[O:4])(=[O:3])[NH2:2]. The catalyst is Cl. The product is [NH2:20][C:17]1[CH:18]=[CH:19][C:14]([S:11]([NH:10][C:8]2[S:9][C:5]([S:1]([NH2:2])(=[O:3])=[O:4])=[N:6][N:7]=2)(=[O:13])=[O:12])=[CH:15][CH:16]=1. The yield is 0.570. (3) The reactants are [C:1]([O:5][C:6]([N:8]1[C:16]2[C:11](=[CH:12][CH:13]=[C:14]([NH:17][C:18](=[O:41])[C:19]3[CH:24]=[CH:23][C:22]([NH2:25])=[CH:21][C:20]=3[NH:26][C:27]([CH:29]3[CH2:34][CH2:33][N:32]([C:35]4[CH:40]=[CH:39][N:38]=[CH:37][CH:36]=4)[CH2:31][CH2:30]3)=[O:28])[CH:15]=2)[CH:10]=[CH:9]1)=[O:7])([CH3:4])([CH3:3])[CH3:2].[C:42](Cl)(=[O:44])[CH3:43]. No catalyst specified. The product is [C:1]([O:5][C:6]([N:8]1[C:16]2[C:11](=[CH:12][CH:13]=[C:14]([NH:17][C:18](=[O:41])[C:19]3[CH:24]=[CH:23][C:22]([NH:25][C:42](=[O:44])[CH3:43])=[CH:21][C:20]=3[NH:26][C:27]([CH:29]3[CH2:34][CH2:33][N:32]([C:35]4[CH:36]=[CH:37][N:38]=[CH:39][CH:40]=4)[CH2:31][CH2:30]3)=[O:28])[CH:15]=2)[CH:10]=[CH:9]1)=[O:7])([CH3:4])([CH3:2])[CH3:3]. The yield is 0.770. (4) The reactants are C(O[CH:4](OCC)[CH2:5][O:6][C:7]1[CH:12]=[CH:11][C:10]([C:13]2([C:16]([OH:18])=[O:17])[CH2:15][CH2:14]2)=[CH:9][CH:8]=1)C. The catalyst is C1(C)C(C)=CC=CC=1. The product is [O:6]1[C:7]2[CH:12]=[CH:11][C:10]([C:13]3([C:16]([OH:18])=[O:17])[CH2:15][CH2:14]3)=[CH:9][C:8]=2[CH:4]=[CH:5]1. The yield is 0.0500. (5) The reactants are [C:1]([C:3]1[C:4]([C:25]2[CH:30]=[CH:29][C:28]([O:31][C:32]3[CH:37]=[CH:36][C:35]([F:38])=[CH:34][CH:33]=3)=[CH:27][CH:26]=2)=[N:5][N:6]2[CH:11]([C:12]3[CH:17]=[CH:16][CH:15]=[CH:14][C:13]=3[NH:18][C:19](=[O:24])[C:20]([F:23])([F:22])[F:21])[CH2:10][CH2:9][NH:8][C:7]=12)#[N:2].[C:39]([O-])([O-])=O.[K+].[K+]. The catalyst is CC(C)=O.CI. The product is [C:1]([C:3]1[C:4]([C:25]2[CH:30]=[CH:29][C:28]([O:31][C:32]3[CH:33]=[CH:34][C:35]([F:38])=[CH:36][CH:37]=3)=[CH:27][CH:26]=2)=[N:5][N:6]2[CH:11]([C:12]3[CH:17]=[CH:16][CH:15]=[CH:14][C:13]=3[N:18]([CH3:39])[C:19](=[O:24])[C:20]([F:21])([F:23])[F:22])[CH2:10][CH2:9][NH:8][C:7]=12)#[N:2]. The yield is 1.00. (6) The reactants are C([O:8][C:9]1[CH:14]=[CH:13][C:12]([C:15]([C:17]2[C:22]([CH3:23])=[CH:21][C:20]([O:24][CH3:25])=[CH:19][C:18]=2[O:26][CH2:27][O:28][CH3:29])=[O:16])=[CH:11][CH:10]=1)C1C=CC=CC=1. The catalyst is [C].[Pd].O1CCCC1. The product is [OH:8][C:9]1[CH:14]=[CH:13][C:12]([C:15]([C:17]2[C:22]([CH3:23])=[CH:21][C:20]([O:24][CH3:25])=[CH:19][C:18]=2[O:26][CH2:27][O:28][CH3:29])=[O:16])=[CH:11][CH:10]=1. The yield is 0.990. (7) The reactants are C([N:14]1[C:18]2[CH:19]=[C:20]([C:23]3[CH:57]=[C:56]([CH3:58])[CH:55]=[CH:54][C:24]=3[O:25][C:26]3[C:31]([F:32])=[CH:30][C:29]([S:33]([N:36](CC4C=CC(OC)=CC=4OC)[C:37]4[S:41][N:40]=[CH:39][N:38]=4)(=[O:35])=[O:34])=[C:28]([F:53])[CH:27]=3)[CH:21]=[CH:22][C:17]=2[O:16][C:15]1=[O:59])(C1C=CC=CC=1)C1C=CC=CC=1.C([SiH](CC)CC)C.FC(F)(F)S(O)(=O)=O. The catalyst is FC(F)(F)C(O)=O. The product is [F:53][C:28]1[CH:27]=[C:26]([O:25][C:24]2[CH:54]=[CH:55][C:56]([CH3:58])=[CH:57][C:23]=2[C:20]2[CH:21]=[CH:22][C:17]3[O:16][C:15](=[O:59])[NH:14][C:18]=3[CH:19]=2)[C:31]([F:32])=[CH:30][C:29]=1[S:33]([NH:36][C:37]1[S:41][N:40]=[CH:39][N:38]=1)(=[O:34])=[O:35]. The yield is 0.220. (8) The reactants are [OH:1][C:2]1[CH:3]=[C:4]([C:8]2([C:25]3[CH:30]=[CH:29][N:28]=[CH:27][CH:26]=3)[C:16]3[C:11](=[N:12][CH:13]=[CH:14][CH:15]=3)[C:10]([NH:17]C(=O)OC(C)(C)C)=[N:9]2)[CH:5]=[CH:6][CH:7]=1.[CH:31]1(Br)[CH2:34][CH2:33][CH2:32]1. No catalyst specified. The product is [CH:31]1([O:1][C:2]2[CH:3]=[C:4]([C:8]3([C:25]4[CH:30]=[CH:29][N:28]=[CH:27][CH:26]=4)[C:16]4[C:11](=[N:12][CH:13]=[CH:14][CH:15]=4)[C:10]([NH2:17])=[N:9]3)[CH:5]=[CH:6][CH:7]=2)[CH2:34][CH2:33][CH2:32]1. The yield is 0.190. (9) The reactants are [NH2:1][C:2]1[CH:7]=[CH:6][C:5]([C:8]2[N:9]([CH2:21][CH3:22])[C:10]3[C:15]([C:16]=2[C:17]#[N:18])=[CH:14][CH:13]=[C:12]([O:19][CH3:20])[CH:11]=3)=[CH:4][CH:3]=1.C(N(CC)CC)C.[C:30](Cl)(=[O:32])[CH3:31]. The catalyst is C1COCC1.O. The product is [C:17]([C:16]1[C:15]2[C:10](=[CH:11][C:12]([O:19][CH3:20])=[CH:13][CH:14]=2)[N:9]([CH2:21][CH3:22])[C:8]=1[C:5]1[CH:4]=[CH:3][C:2]([NH:1][C:30](=[O:32])[CH3:31])=[CH:7][CH:6]=1)#[N:18]. The yield is 0.710.